Dataset: Full USPTO retrosynthesis dataset with 1.9M reactions from patents (1976-2016). Task: Predict the reactants needed to synthesize the given product. (1) Given the product [F:1][C:2]1[C:7]([C:19]2[CH2:18][CH2:17][CH2:22][N:21]([C:23]([O:25][C:26]([CH3:29])([CH3:28])[CH3:27])=[O:24])[CH:20]=2)=[CH:6][CH:5]=[CH:4][N:3]=1, predict the reactants needed to synthesize it. The reactants are: [F:1][C:2]1[C:7](I)=[CH:6][CH:5]=[CH:4][N:3]=1.CC1(C)C(C)(C)OB([C:17]2[CH2:18][CH2:19][CH2:20][N:21]([C:23]([O:25][C:26]([CH3:29])([CH3:28])[CH3:27])=[O:24])[CH:22]=2)O1.O.C(=O)([O-])[O-].[Na+].[Na+].COCCOC. (2) Given the product [F:1][C:2]1[CH:3]=[CH:4][C:5]([O:6][C:7]2[CH:8]=[CH:9][C:10]([C:13]3[N:18]=[C:17]([C:19]([N:34]4[CH2:33][CH2:32][NH:43][CH2:36][CH2:35]4)=[O:20])[CH:16]=[CH:15][CH:14]=3)=[CH:11][CH:12]=2)=[CH:22][CH:23]=1, predict the reactants needed to synthesize it. The reactants are: [F:1][C:2]1[CH:23]=[CH:22][C:5]([O:6][C:7]2[CH:12]=[CH:11][C:10]([C:13]3[N:18]=[C:17]([C:19](O)=[O:20])[CH:16]=[CH:15][CH:14]=3)=[CH:9][CH:8]=2)=[CH:4][CH:3]=1.C(C1[CH2:36][CH2:35][NH:34][CH2:33][CH2:32]1)(OC(C)(C)C)=O.C1CCC([N:43]=C=NC2CCCCC2)CC1.CCN(C(C)C)C(C)C. (3) Given the product [C:1]([NH:4][C:5]1[CH:9]=[CH:8][N:7]([C:23]2[CH:24]=[CH:25][C:20]([C:18]([O:17][CH2:15][CH3:16])=[O:19])=[CH:21][CH:22]=2)[C:6]=1[C:10]([O:12][CH2:13][CH3:14])=[O:11])(=[O:3])[CH3:2], predict the reactants needed to synthesize it. The reactants are: [C:1]([NH:4][C:5]1[CH:9]=[CH:8][NH:7][C:6]=1[C:10]([O:12][CH2:13][CH3:14])=[O:11])(=[O:3])[CH3:2].[CH2:15]([O:17][C:18]([C:20]1[CH:25]=[CH:24][C:23](B(O)O)=[CH:22][CH:21]=1)=[O:19])[CH3:16].N1C=CC=CC=1.O. (4) Given the product [Br:19][C:2]1[CH:9]=[CH:8][C:5]([C:6]#[N:7])=[C:4]([C:10]([F:13])([F:12])[F:11])[C:3]=1[CH3:14], predict the reactants needed to synthesize it. The reactants are: N[C:2]1[CH:9]=[CH:8][C:5]([C:6]#[N:7])=[C:4]([C:10]([F:13])([F:12])[F:11])[C:3]=1[CH3:14].N([O-])=O.[Na+].[BrH:19].